Dataset: Reaction yield outcomes from USPTO patents with 853,638 reactions. Task: Predict the reaction yield, written as a fraction of the theoretical maximum amount of product (1.0 means a 100% yield; for example, 0.34 means a 34% yield). (1) The reactants are Br[C:2]1[CH:7]=[CH:6][C:5]([CH3:8])=[CH:4][N:3]=1.[C:9]1(B(O)O)[CH:14]=[CH:13][CH:12]=[CH:11][CH:10]=1.[O-]P([O-])([O-])=O.[K+].[K+].[K+].C1(C)C=CC=CC=1. The catalyst is [Pd].[Pd].C(=CC(C=CC1C=CC=CC=1)=O)C1C=CC=CC=1.C(=CC(C=CC1C=CC=CC=1)=O)C1C=CC=CC=1.C(=CC(C=CC1C=CC=CC=1)=O)C1C=CC=CC=1.C1(P(C2CCCCC2)C2C=CC=CC=2C2C(OC)=CC=CC=2OC)CCCCC1.O. The product is [C:9]1([C:2]2[CH:7]=[CH:6][C:5]([CH3:8])=[CH:4][N:3]=2)[CH:14]=[CH:13][CH:12]=[CH:11][CH:10]=1. The yield is 0.920. (2) The reactants are [Br:1][C:2]1[S:6][C:5]([C:7]([OH:9])=O)=[CH:4][CH:3]=1.[NH2:10][C:11]1[CH:12]=[C:13]([CH:18]=[CH:19][C:20]=1[CH3:21])[C:14]([O:16][CH3:17])=[O:15]. No catalyst specified. The product is [Br:1][C:2]1[S:6][C:5]([C:7]([NH:10][C:11]2[CH:12]=[C:13]([CH:18]=[CH:19][C:20]=2[CH3:21])[C:14]([O:16][CH3:17])=[O:15])=[O:9])=[CH:4][CH:3]=1. The yield is 0.880. (3) The reactants are [F:1][CH:2]([F:37])[C:3]1[CH:12]=[C:11]2[C:6]([CH2:7][CH2:8][CH2:9][N:10]2[C:13]2[C:17]3[CH2:18][N:19]([C:22](=[O:24])[CH3:23])[CH2:20][CH2:21][C:16]=3[N:15]([CH:25]3[CH2:30][CH2:29][NH:28][CH2:27][CH2:26]3)[N:14]=2)=[CH:5][C:4]=1[C:31]1[CH:32]=[N:33][N:34]([CH3:36])[CH:35]=1.C(N(CC)CC)C.FC(F)(F)S(O[CH2:51][CH:52]([F:54])[F:53])(=O)=O. The catalyst is CC#N. The product is [F:53][CH:52]([F:54])[CH2:51][N:28]1[CH2:27][CH2:26][CH:25]([N:15]2[C:16]3[CH2:21][CH2:20][N:19]([C:22](=[O:24])[CH3:23])[CH2:18][C:17]=3[C:13]([N:10]3[C:11]4[C:6](=[CH:5][C:4]([C:31]5[CH:32]=[N:33][N:34]([CH3:36])[CH:35]=5)=[C:3]([CH:2]([F:1])[F:37])[CH:12]=4)[CH2:7][CH2:8][CH2:9]3)=[N:14]2)[CH2:30][CH2:29]1. The yield is 0.230. (4) The reactants are [CH:1]([C@@H:4]1[C:9](=[O:10])[NH:8][CH:7]=[CH:6][N:5]1[C:11]([O:13][CH2:14][C:15]1[CH:20]=[CH:19][CH:18]=[CH:17][CH:16]=1)=[O:12])([CH3:3])[CH3:2].[SiH](CC)(CC)CC.C(O)(C(F)(F)F)=O. The catalyst is ClCCCl. The product is [CH:1]([C@@H:4]1[C:9](=[O:10])[NH:8][CH2:7][CH2:6][N:5]1[C:11]([O:13][CH2:14][C:15]1[CH:16]=[CH:17][CH:18]=[CH:19][CH:20]=1)=[O:12])([CH3:3])[CH3:2]. The yield is 0.998. (5) The reactants are [C:1]([C:3]1[CH:8]=[CH:7][CH:6]=[C:5]([S:9][C:10]2[N:15]=[CH:14][CH:13]=[CH:12][N:11]=2)[N:4]=1)#[N:2].[C:16](OC)(=[O:24])[C:17]1[C:18](=[CH:20][CH:21]=[CH:22][CH:23]=1)[SH:19].C(N(CC)CC)C. The catalyst is C1(C)C=CC=CC=1. The product is [N:11]1[CH:12]=[CH:13][CH:14]=[N:15][C:10]=1[S:9][C:5]1[N:4]=[C:3]([C:1]2[S:19][C:18]3[CH:20]=[CH:21][CH:22]=[CH:23][C:17]=3[C:16](=[O:24])[N:2]=2)[CH:8]=[CH:7][CH:6]=1. The yield is 0.0500.